From a dataset of Catalyst prediction with 721,799 reactions and 888 catalyst types from USPTO. Predict which catalyst facilitates the given reaction. (1) Product: [C:1]([O:5][C:6](=[O:33])[CH2:7][CH2:8][CH2:9][O:10][C:11]1[CH:16]=[C:15]([Cl:17])[C:14]([CH:52]2[O:38][C:37]([CH3:40])([CH3:39])[C:36]([CH3:42])([CH3:41])[O:35]2)=[CH:13][C:12]=1[S:19]([N:22]1[CH2:28][CH2:27][CH2:26][CH2:25][C:24]2[CH:29]=[CH:30][CH:31]=[CH:32][C:23]1=2)(=[O:21])=[O:20])([CH3:4])([CH3:3])[CH3:2]. Reactant: [C:1]([O:5][C:6](=[O:33])[CH2:7][CH2:8][CH2:9][O:10][C:11]1[CH:16]=[C:15]([Cl:17])[C:14](Br)=[CH:13][C:12]=1[S:19]([N:22]1[CH2:28][CH2:27][CH2:26][CH2:25][C:24]2[CH:29]=[CH:30][CH:31]=[CH:32][C:23]1=2)(=[O:21])=[O:20])([CH3:4])([CH3:3])[CH3:2].B1(B2[O:38][C:37]([CH3:40])([CH3:39])[C:36]([CH3:42])([CH3:41])[O:35]2)[O:38][C:37]([CH3:40])([CH3:39])[C:36]([CH3:42])([CH3:41])[O:35]1.[C:52]([O-])(=O)C.[K+]. The catalyst class is: 12. (2) Reactant: [C:1]1([NH:7][CH2:8][CH2:9][C:10]([O:12][CH2:13][CH3:14])=[O:11])[CH:6]=[CH:5][CH:4]=[CH:3][CH:2]=1.NC1C=CC=CC=1.C(OCC)(=O)C=C.[ClH:29]. Product: [Cl:29][C:4]1[CH:5]=[CH:6][C:1]([NH:7][CH2:8][CH2:9][C:10]([O:12][CH2:13][CH3:14])=[O:11])=[CH:2][CH:3]=1. The catalyst class is: 8. (3) Reactant: [CH2:1]([N:3]1[CH:7]=[C:6]([C:8]2[CH:13]=[CH:12][N:11]=[C:10]3[NH:14][CH:15]=[CH:16][C:9]=23)[C:5]([C:17]2[CH:23]=[CH:22][C:20]([NH2:21])=[CH:19][CH:18]=2)=[N:4]1)[CH3:2].C(N(CC)CC)C.Cl[C:32](OC1C=CC([N+]([O-])=O)=CC=1)=[O:33].[C:44]1([C:51]2[CH:56]=[CH:55][CH:54]=[CH:53][CH:52]=2)[CH:49]=[CH:48][CH:47]=[C:46]([NH2:50])[CH:45]=1. Product: [C:44]1([C:51]2[CH:52]=[CH:53][CH:54]=[CH:55][CH:56]=2)[CH:49]=[CH:48][CH:47]=[C:46]([NH:50][C:32]([NH:21][C:20]2[CH:22]=[CH:23][C:17]([C:5]3[C:6]([C:8]4[CH:13]=[CH:12][N:11]=[C:10]5[NH:14][CH:15]=[CH:16][C:9]=45)=[CH:7][N:3]([CH2:1][CH3:2])[N:4]=3)=[CH:18][CH:19]=2)=[O:33])[CH:45]=1. The catalyst class is: 30. (4) Reactant: [Cl:1][C:2]1[CH:3]=[C:4]2[C:8](=[CH:9][CH:10]=1)[N:7]([CH3:11])[C:6]([CH2:12][CH2:13][CH2:14][CH2:15][CH2:16][CH3:17])=[C:5]2[C:18]([C:20]1[CH:21]=[C:22]([CH:27]=[CH:28][CH:29]=1)[C:23]([O:25]C)=[O:24])=[O:19].O.[OH-].[Li+]. Product: [Cl:1][C:2]1[CH:3]=[C:4]2[C:8](=[CH:9][CH:10]=1)[N:7]([CH3:11])[C:6]([CH2:12][CH2:13][CH2:14][CH2:15][CH2:16][CH3:17])=[C:5]2[C:18]([C:20]1[CH:21]=[C:22]([CH:27]=[CH:28][CH:29]=1)[C:23]([OH:25])=[O:24])=[O:19]. The catalyst class is: 252. (5) The catalyst class is: 82. Reactant: [CH3:1][C:2]1[C:7]2[C:8](=[O:13])[O:9][C:10](=[O:12])[NH:11][C:6]=2[CH:5]=[CH:4][CH:3]=1.[N+:14]([O-])([OH:16])=[O:15]. Product: [CH3:1][C:2]1[C:7]2[C:8](=[O:13])[O:9][C:10](=[O:12])[NH:11][C:6]=2[CH:5]=[CH:4][C:3]=1[N+:14]([O-:16])=[O:15]. (6) Reactant: [CH3:1][N:2]1[CH:7]=[C:6]([C:8]2[CH:13]=[C:12]([S:14]([CH3:17])(=[O:16])=[O:15])[CH:11]=[CH:10][C:9]=2[NH:18][CH:19]2[CH2:24][CH2:23][NH:22][CH2:21][CH2:20]2)[C:5]2[CH:25]=[CH:26][NH:27][C:4]=2[C:3]1=[O:28].[CH3:29][N:30]1[CH2:35]C[O:33][CH2:32][CH2:31]1.Cl.CN(C)CC(Cl)=O.[Cl-].[Na+].C(=O)(O)[O-].[Na+]. Product: [CH3:29][N:30]([CH2:31][C:32]([N:22]1[CH2:21][CH2:20][CH:19]([NH:18][C:9]2[CH:10]=[CH:11][C:12]([S:14]([CH3:17])(=[O:15])=[O:16])=[CH:13][C:8]=2[C:6]2[C:5]3[CH:25]=[CH:26][NH:27][C:4]=3[C:3](=[O:28])[N:2]([CH3:1])[CH:7]=2)[CH2:24][CH2:23]1)=[O:33])[CH3:35]. The catalyst class is: 9. (7) Reactant: [C:1]([C:3]1[CH:4]=[C:5]([CH:7]=[CH:8][CH:9]=1)[NH2:6])#[CH:2].C(N(CC)CC)C.[Cl:17][C:18]([Cl:26])([C:23](Cl)=[O:24])[C:19]([O:21][CH3:22])=[O:20]. Product: [Cl:17][C:18]([Cl:26])([C:23]([NH:6][C:5]1[CH:7]=[CH:8][CH:9]=[C:3]([C:1]#[CH:2])[CH:4]=1)=[O:24])[C:19]([O:21][CH3:22])=[O:20]. The catalyst class is: 4.